Dataset: Catalyst prediction with 721,799 reactions and 888 catalyst types from USPTO. Task: Predict which catalyst facilitates the given reaction. (1) Reactant: [F:1][CH2:2][CH2:3][O:4][CH2:5][C:6]1[CH:11]=[CH:10][C:9]([N:12]2[CH2:17][CH2:16][N:15](C(OC(C)(C)C)=O)[CH2:14][CH2:13]2)=[CH:8][CH:7]=1.[ClH:25]. Product: [ClH:25].[F:1][CH2:2][CH2:3][O:4][CH2:5][C:6]1[CH:7]=[CH:8][C:9]([N:12]2[CH2:13][CH2:14][NH:15][CH2:16][CH2:17]2)=[CH:10][CH:11]=1. The catalyst class is: 12. (2) Reactant: [OH-].[Na+].[F:3][CH:4]([F:24])[C:5]1[CH:6]=[CH:7][C:8]2[O:13][CH:12]([C:14]([F:17])([F:16])[F:15])[C:11]([C:18]([O:20]CC)=[O:19])=[CH:10][C:9]=2[CH:23]=1. Product: [F:24][CH:4]([F:3])[C:5]1[CH:6]=[CH:7][C:8]2[O:13][CH:12]([C:14]([F:17])([F:15])[F:16])[C:11]([C:18]([OH:20])=[O:19])=[CH:10][C:9]=2[CH:23]=1. The catalyst class is: 636.